From a dataset of NCI-60 drug combinations with 297,098 pairs across 59 cell lines. Regression. Given two drug SMILES strings and cell line genomic features, predict the synergy score measuring deviation from expected non-interaction effect. (1) Drug 1: C1CC(=O)NC(=O)C1N2CC3=C(C2=O)C=CC=C3N. Drug 2: CN(C)C1=NC(=NC(=N1)N(C)C)N(C)C. Cell line: SK-MEL-28. Synergy scores: CSS=4.97, Synergy_ZIP=1.70, Synergy_Bliss=6.05, Synergy_Loewe=2.20, Synergy_HSA=1.59. (2) Drug 1: CC(C)(C#N)C1=CC(=CC(=C1)CN2C=NC=N2)C(C)(C)C#N. Drug 2: CCC1=C2CN3C(=CC4=C(C3=O)COC(=O)C4(CC)O)C2=NC5=C1C=C(C=C5)O. Cell line: OVCAR3. Synergy scores: CSS=7.36, Synergy_ZIP=-2.06, Synergy_Bliss=-0.748, Synergy_Loewe=-6.17, Synergy_HSA=-1.40. (3) Drug 1: CN1CCC(CC1)COC2=C(C=C3C(=C2)N=CN=C3NC4=C(C=C(C=C4)Br)F)OC. Drug 2: CC(CN1CC(=O)NC(=O)C1)N2CC(=O)NC(=O)C2. Cell line: MDA-MB-231. Synergy scores: CSS=25.5, Synergy_ZIP=-2.04, Synergy_Bliss=6.72, Synergy_Loewe=5.93, Synergy_HSA=8.62. (4) Drug 1: CS(=O)(=O)CCNCC1=CC=C(O1)C2=CC3=C(C=C2)N=CN=C3NC4=CC(=C(C=C4)OCC5=CC(=CC=C5)F)Cl. Drug 2: C1C(C(OC1N2C=NC3=C2NC=NCC3O)CO)O. Cell line: NCI-H322M. Synergy scores: CSS=11.2, Synergy_ZIP=-5.50, Synergy_Bliss=5.74, Synergy_Loewe=-2.16, Synergy_HSA=5.18. (5) Synergy scores: CSS=6.44, Synergy_ZIP=-0.962, Synergy_Bliss=2.51, Synergy_Loewe=-0.219, Synergy_HSA=2.72. Drug 2: C1CN(P(=O)(OC1)NCCCl)CCCl. Drug 1: CCC1(CC2CC(C3=C(CCN(C2)C1)C4=CC=CC=C4N3)(C5=C(C=C6C(=C5)C78CCN9C7C(C=CC9)(C(C(C8N6C=O)(C(=O)OC)O)OC(=O)C)CC)OC)C(=O)OC)O.OS(=O)(=O)O. Cell line: T-47D. (6) Drug 1: CNC(=O)C1=CC=CC=C1SC2=CC3=C(C=C2)C(=NN3)C=CC4=CC=CC=N4. Drug 2: C(CCl)NC(=O)N(CCCl)N=O. Cell line: K-562. Synergy scores: CSS=47.6, Synergy_ZIP=-1.97, Synergy_Bliss=-0.338, Synergy_Loewe=-21.7, Synergy_HSA=-0.611. (7) Drug 2: CC1C(C(CC(O1)OC2CC(CC3=C2C(=C4C(=C3O)C(=O)C5=CC=CC=C5C4=O)O)(C(=O)C)O)N)O. Drug 1: C1=CC(=CC=C1CCCC(=O)O)N(CCCl)CCCl. Synergy scores: CSS=40.7, Synergy_ZIP=-1.79, Synergy_Bliss=-1.54, Synergy_Loewe=-38.2, Synergy_HSA=-0.528. Cell line: TK-10.